Dataset: Full USPTO retrosynthesis dataset with 1.9M reactions from patents (1976-2016). Task: Predict the reactants needed to synthesize the given product. (1) Given the product [Br:1][C:2]1[CH:7]=[CH:6][C:5]([O:8][CH3:9])=[CH:4][C:3]=1[CH:10]1[CH2:11][CH2:12][N:13]([CH3:19])[CH2:14][CH2:15]1, predict the reactants needed to synthesize it. The reactants are: [Br:1][C:2]1[CH:7]=[CH:6][C:5]([O:8][CH3:9])=[CH:4][C:3]=1[CH:10]1[CH2:15][CH2:14][NH:13][CH2:12][CH2:11]1.C=O.O.[C:19](O)(=O)C.C(O[BH-](OC(=O)C)OC(=O)C)(=O)C.[Na+].C([O-])(O)=O.[Na+]. (2) Given the product [CH2:1]([N:8]1[CH2:13][CH2:12][CH:11]([C:14]([O:16][CH3:17])=[O:15])[CH:10]([OH:19])[CH2:9]1)[C:2]1[CH:3]=[CH:4][CH:5]=[CH:6][CH:7]=1, predict the reactants needed to synthesize it. The reactants are: [CH2:1]([N:8]1[CH2:13][CH2:12][CH:11]([C:14]([O:16][CH2:17]C)=[O:15])[C:10](=[O:19])[CH2:9]1)[C:2]1[CH:7]=[CH:6][CH:5]=[CH:4][CH:3]=1.[BH4-].[Na+]. (3) Given the product [ClH:37].[ClH:37].[F:36][C:2]([F:1])([F:35])[C:3]1[CH:30]=[C:29]([C:31]([F:33])([F:34])[F:32])[CH:28]=[CH:27][C:4]=1[CH2:5][N:6]1[CH2:11][CH2:10][CH:9](/[CH:12]=[C:13]2/[C:14]([NH:19][CH2:20][CH2:21][N:22]([CH2:25][CH3:26])[CH2:23][CH3:24])=[N:15][C:16](=[O:18])[S:17]/2)[CH2:8][CH2:7]1, predict the reactants needed to synthesize it. The reactants are: [F:1][C:2]([F:36])([F:35])[C:3]1[CH:30]=[C:29]([C:31]([F:34])([F:33])[F:32])[CH:28]=[CH:27][C:4]=1[CH2:5][N:6]1[CH2:11][CH2:10][CH:9](/[CH:12]=[C:13]2/[C:14]([NH:19][CH2:20][CH2:21][N:22]([CH2:25][CH3:26])[CH2:23][CH3:24])=[N:15][C:16](=[O:18])[S:17]/2)[CH2:8][CH2:7]1.[ClH:37].C(OCC)(=O)C. (4) Given the product [CH2:1]([N:8]1[CH2:9][CH:10]2[CH2:15][O:16][CH2:13][CH:11]2[CH2:12]1)[C:2]1[CH:3]=[CH:4][CH:5]=[CH:6][CH:7]=1, predict the reactants needed to synthesize it. The reactants are: [CH2:1]([N:8]1[CH2:12][CH:11]([CH2:13]O)[CH:10]([CH2:15][OH:16])[CH2:9]1)[C:2]1[CH:7]=[CH:6][CH:5]=[CH:4][CH:3]=1.CCN(CC)CC.S(Cl)(C1C=CC(C)=CC=1)(=O)=O. (5) Given the product [OH:1][C:2]1[CH:3]=[C:4]([CH:28]=[CH:29][CH:30]=1)[CH2:5][N:6]1[C:7]2[C:8](=[CH:9][C:10]([O:13][CH2:14][C:15]#[CH:16])=[CH:11][CH:12]=2)[C:17]([C:19]2[CH:24]=[CH:23][C:22]([CH:25]([CH3:27])[CH3:26])=[CH:21][CH:20]=2)=[N:33][C:32]1=[O:31], predict the reactants needed to synthesize it. The reactants are: [OH:1][C:2]1[CH:3]=[C:4]([CH:28]=[CH:29][CH:30]=1)[CH2:5][NH:6][C:7]1[CH:12]=[CH:11][C:10]([O:13][CH2:14][C:15]#[CH:16])=[CH:9][C:8]=1[C:17]([C:19]1[CH:24]=[CH:23][C:22]([CH:25]([CH3:27])[CH3:26])=[CH:21][CH:20]=1)=O.[O-:31][C:32]#[N:33].[Na+]. (6) Given the product [Br:6][CH:7]([C:11]1[CH:16]=[CH:15][CH:14]=[CH:13][CH:12]=1)[C:8]([O:10][CH3:17])=[O:9], predict the reactants needed to synthesize it. The reactants are: S(=O)(=O)(O)O.[Br:6][CH:7]([C:11]1[CH:16]=[CH:15][CH:14]=[CH:13][CH:12]=1)[C:8]([OH:10])=[O:9].[CH2:17](O)C. (7) Given the product [Cl:1][C:2]1[CH:3]=[C:4](/[CH:8]=[CH:9]/[C:10]([NH:23][C:22]2[CH:24]=[CH:25][CH:26]=[C:20]([C:17]3[N:18]([CH3:19])[C:14]([CH3:13])=[N:15][CH:16]=3)[CH:21]=2)=[O:12])[CH:5]=[CH:6][CH:7]=1, predict the reactants needed to synthesize it. The reactants are: [Cl:1][C:2]1[CH:3]=[C:4]([CH:8]=[CH:9][C:10]([OH:12])=O)[CH:5]=[CH:6][CH:7]=1.[CH3:13][C:14]1[N:18]([CH3:19])[C:17]([C:20]2[CH:21]=[C:22]([CH:24]=[CH:25][CH:26]=2)[NH2:23])=[CH:16][N:15]=1.